This data is from Peptide-MHC class I binding affinity with 185,985 pairs from IEDB/IMGT. The task is: Regression. Given a peptide amino acid sequence and an MHC pseudo amino acid sequence, predict their binding affinity value. This is MHC class I binding data. (1) The peptide sequence is HTFTAPIAK. The MHC is HLA-A03:01 with pseudo-sequence HLA-A03:01. The binding affinity (normalized) is 0.564. (2) The peptide sequence is IRHNKDRKV. The MHC is HLA-A01:01 with pseudo-sequence HLA-A01:01. The binding affinity (normalized) is 0.0847. (3) The peptide sequence is VEYYPLLFI. The MHC is HLA-B18:01 with pseudo-sequence HLA-B18:01. The binding affinity (normalized) is 0.394.